Task: Predict which catalyst facilitates the given reaction.. Dataset: Catalyst prediction with 721,799 reactions and 888 catalyst types from USPTO Product: [C:1]1([S:7][CH2:13][CH2:14][Cl:15])[CH:6]=[CH:5][CH:4]=[CH:3][CH:2]=1. The catalyst class is: 8. Reactant: [C:1]1([SH:7])[CH:6]=[CH:5][CH:4]=[CH:3][CH:2]=1.[O-]CC.[Na+].Br[CH2:13][CH2:14][Cl:15].O.